From a dataset of Reaction yield outcomes from USPTO patents with 853,638 reactions. Predict the reaction yield, written as a fraction of the theoretical maximum amount of product (1.0 means a 100% yield; for example, 0.34 means a 34% yield). The reactants are [N:1]1([CH2:6][CH2:7][CH2:8][O:9][C:10]2[CH:15]=[CH:14][C:13]([C:16]3([CH2:22][NH2:23])[CH2:21][CH2:20][O:19][CH2:18][CH2:17]3)=[CH:12][CH:11]=2)[CH2:5][CH2:4][CH2:3][CH2:2]1.C(N(CC)CC)C.[F:31][C:32]1[CH:37]=[CH:36][CH:35]=[CH:34][C:33]=1[S:38](Cl)(=[O:40])=[O:39]. The catalyst is ClCCl. The product is [F:31][C:32]1[CH:37]=[CH:36][CH:35]=[CH:34][C:33]=1[S:38]([NH:23][CH2:22][C:16]1([C:13]2[CH:14]=[CH:15][C:10]([O:9][CH2:8][CH2:7][CH2:6][N:1]3[CH2:5][CH2:4][CH2:3][CH2:2]3)=[CH:11][CH:12]=2)[CH2:17][CH2:18][O:19][CH2:20][CH2:21]1)(=[O:40])=[O:39]. The yield is 0.800.